This data is from Forward reaction prediction with 1.9M reactions from USPTO patents (1976-2016). The task is: Predict the product of the given reaction. (1) Given the reactants [CH:1]1[C:9]2[C:8]3[CH:10]=[CH:11][CH:12]=[CH:13][C:7]=3[S:6][C:5]=2[C:4](B(O)O)=[CH:3][CH:2]=1.[Br:17][C:18]1[CH:23]=[CH:22][C:21](Br)=[CH:20][CH:19]=1.C1(C)C=CC=CC=1.C(=O)([O-])[O-].[K+].[K+], predict the reaction product. The product is: [Br:17][C:18]1[CH:23]=[CH:22][C:21]([C:4]2[C:5]3[S:6][C:7]4[CH:13]=[CH:12][CH:11]=[CH:10][C:8]=4[C:9]=3[CH:1]=[CH:2][CH:3]=2)=[CH:20][CH:19]=1. (2) Given the reactants C(OC([N:8]1[CH2:13][CH2:12][N:11]([C:14](=[O:21])[C:15]2[CH:20]=[CH:19][CH:18]=[CH:17][CH:16]=2)[CH2:10][CH2:9]1)=O)(C)(C)C.C(O)(C(F)(F)F)=O, predict the reaction product. The product is: [C:15]1([C:14]([N:11]2[CH2:10][CH2:9][NH:8][CH2:13][CH2:12]2)=[O:21])[CH:16]=[CH:17][CH:18]=[CH:19][CH:20]=1. (3) Given the reactants [C:1]1([CH2:7][CH:8]=O)[CH:6]=[CH:5][CH:4]=[CH:3][CH:2]=1.[Li+].C[Si]([N-][Si](C)(C)C)(C)C.[CH3:20][O:21][CH2:22][CH2:23][C:24](Cl)=O.O.[NH2:28][NH2:29], predict the reaction product. The product is: [CH3:20][O:21][CH2:22][CH2:23][C:24]1[NH:29][N:28]=[CH:8][C:7]=1[C:1]1[CH:2]=[CH:3][CH:4]=[CH:5][CH:6]=1. (4) Given the reactants [F:1][C:2]1[CH:7]=[CH:6][C:5]([CH2:8][C:9]([NH:11][NH2:12])=O)=[CH:4][CH:3]=1.Cl[C:14]1[N:15]=[N:16][C:17]([C:20]2[S:21][CH:22]=[CH:23][CH:24]=2)=[CH:18][CH:19]=1, predict the reaction product. The product is: [F:1][C:2]1[CH:7]=[CH:6][C:5]([CH2:8][C:9]2[N:15]3[N:16]=[C:17]([C:20]4[S:21][CH:22]=[CH:23][CH:24]=4)[CH:18]=[CH:19][C:14]3=[N:12][N:11]=2)=[CH:4][CH:3]=1. (5) The product is: [F:1][C:2]1[CH:3]=[CH:4][C:5]([N:8]2[CH:11]([C:12]3[CH:13]=[CH:14][C:15]([O:18][CH2:45][CH2:44][CH2:43][CH2:42][CH2:41][CH2:40][CH2:39][CH2:38][I:37])=[CH:16][CH:17]=3)[CH:10]([CH2:19][CH2:20][CH:21]([C:23]3[CH:24]=[CH:25][C:26]([F:29])=[CH:27][CH:28]=3)[OH:22])[C:9]2=[O:30])=[CH:6][CH:7]=1. Given the reactants [F:1][C:2]1[CH:7]=[CH:6][C:5]([N:8]2[CH:11]([C:12]3[CH:17]=[CH:16][C:15]([OH:18])=[CH:14][CH:13]=3)[CH:10]([CH2:19][CH2:20][CH:21]([C:23]3[CH:28]=[CH:27][C:26]([F:29])=[CH:25][CH:24]=3)[OH:22])[C:9]2=[O:30])=[CH:4][CH:3]=1.C(=O)([O-])[O-].[K+].[K+].[I:37][CH:38](I)[CH2:39][CH2:40][CH2:41][CH2:42][CH2:43][CH2:44][CH3:45], predict the reaction product. (6) Given the reactants [CH3:1][O:2][C:3](=[O:26])[CH2:4][C@H:5]1[C:9]2[CH:10]=[CH:11][C:12]([O:14][C@H:15]3[C:23]4[C:18](=[C:19]([OH:25])[CH:20]=[CH:21][C:22]=4[F:24])[CH2:17][CH2:16]3)=[CH:13][C:8]=2[O:7][CH2:6]1.Cl[C:28]1[O:29][C:30]2[CH:36]=[CH:35][CH:34]=[CH:33][C:31]=2[N:32]=1.C([O-])([O-])=O.[K+].[K+], predict the reaction product. The product is: [CH3:1][O:2][C:3](=[O:26])[CH2:4][C@H:5]1[C:9]2[CH:10]=[CH:11][C:12]([O:14][C@H:15]3[C:23]4[C:18](=[C:19]([O:25][C:28]5[O:29][C:30]6[CH:36]=[CH:35][CH:34]=[CH:33][C:31]=6[N:32]=5)[CH:20]=[CH:21][C:22]=4[F:24])[CH2:17][CH2:16]3)=[CH:13][C:8]=2[O:7][CH2:6]1. (7) Given the reactants [NH2:1][C:2]1[CH:7]=[CH:6][C:5]([C:8]2[C:16]3[C:15]([NH2:17])=[N:14][CH:13]=[N:12][C:11]=3[N:10]([CH:18]3[CH2:23][CH2:22][O:21][CH2:20][CH2:19]3)[CH:9]=2)=[CH:4][C:3]=1[O:24][CH3:25].N1C=CC=CC=1.[C:32]1([O:38][C:39](Cl)=[O:40])[CH:37]=[CH:36][CH:35]=[CH:34][CH:33]=1.C1(CS(Cl)(=O)=O)C=CC=CC=1, predict the reaction product. The product is: [NH2:17][C:15]1[C:16]2[C:8]([C:5]3[CH:6]=[CH:7][C:2]([NH:1][C:39](=[O:40])[O:38][C:32]4[CH:37]=[CH:36][CH:35]=[CH:34][CH:33]=4)=[C:3]([O:24][CH3:25])[CH:4]=3)=[CH:9][N:10]([CH:18]3[CH2:19][CH2:20][O:21][CH2:22][CH2:23]3)[C:11]=2[N:12]=[CH:13][N:14]=1. (8) Given the reactants Br[C:2]1[CH:3]=[C:4]([C:16]2[CH:21]=[CH:20][CH:19]=[CH:18][CH:17]=2)[C:5]2[O:10]C[N:8]([C:11]([CH3:14])([CH3:13])[CH3:12])[CH2:7][C:6]=2[CH:15]=1.[O:22]1[C:26]2[CH:27]=[CH:28][CH:29]=[CH:30][C:25]=2[CH:24]=[C:23]1B(O)O.C(=O)([O-])[O-].[K+].[K+], predict the reaction product. The product is: [O:22]1[C:26]2[CH:27]=[CH:28][CH:29]=[CH:30][C:25]=2[CH:24]=[C:23]1[C:2]1[CH:3]=[C:4]([C:16]2[CH:21]=[CH:20][CH:19]=[CH:18][CH:17]=2)[C:5]([OH:10])=[C:6]([CH2:7][NH:8][C:11]([CH3:14])([CH3:13])[CH3:12])[CH:15]=1. (9) Given the reactants [Cl:1]C1C=C(C=C(Cl)C=1)CN1CCN(C(OC(C)(C)C)=O)CC1.[Cl:23][C:24]1[CH:25]=[C:26]([S:31]([CH:33]2[CH2:38][CH2:37][N:36](C(OC(C)(C)C)=O)[CH2:35][CH2:34]2)=[O:32])[CH:27]=[C:28]([Cl:30])[CH:29]=1, predict the reaction product. The product is: [ClH:1].[Cl:23][C:24]1[CH:25]=[C:26]([S:31]([CH:33]2[CH2:38][CH2:37][NH:36][CH2:35][CH2:34]2)=[O:32])[CH:27]=[C:28]([Cl:30])[CH:29]=1.